This data is from Catalyst prediction with 721,799 reactions and 888 catalyst types from USPTO. The task is: Predict which catalyst facilitates the given reaction. (1) Reactant: [F:1][C:2]1[C:10]([O:11][CH3:12])=[CH:9][CH:8]=[CH:7][C:3]=1[C:4]([OH:6])=O.[NH:13]1[C:17]2[CH:18]=[CH:19][CH:20]=[CH:21][C:16]=2[N:15]=[C:14]1[C:22]1[C:26]([NH2:27])=[CH:25][NH:24][N:23]=1.C(Cl)CCl.C1C=CC2N(O)N=NC=2C=1. Product: [NH:15]1[C:16]2[CH:21]=[CH:20][CH:19]=[CH:18][C:17]=2[N:13]=[C:14]1[C:22]1[C:26]([NH:27][C:4](=[O:6])[C:3]2[CH:7]=[CH:8][CH:9]=[C:10]([O:11][CH3:12])[C:2]=2[F:1])=[CH:25][NH:24][N:23]=1. The catalyst class is: 18. (2) Reactant: Cl[CH2:2][C:3]1[N:12]([C:13]2[CH:18]=[CH:17][CH:16]=[CH:15][CH:14]=2)[C:11](=[O:19])[C:10]2[C:5](=[CH:6][CH:7]=[C:8]([N+:20]([O-:22])=[O:21])[CH:9]=2)[N:4]=1.C(=O)([O-])[O-].[K+].[K+].[CH3:29][N:30]([CH2:38][CH2:39][NH:40][CH3:41])[C:31](=[O:37])[O:32][C:33]([CH3:36])([CH3:35])[CH3:34].[I-].[K+]. Product: [C:33]([O:32][C:31](=[O:37])[N:30]([CH3:29])[CH2:38][CH2:39][N:40]([CH3:41])[CH2:2][C:3]1[N:12]([C:13]2[CH:18]=[CH:17][CH:16]=[CH:15][CH:14]=2)[C:11](=[O:19])[C:10]2[C:5](=[CH:6][CH:7]=[C:8]([N+:20]([O-:22])=[O:21])[CH:9]=2)[N:4]=1)([CH3:36])([CH3:35])[CH3:34]. The catalyst class is: 10. (3) The catalyst class is: 223. Reactant: N([O-])=O.[Na+].N[C:6]1[CH:7]=[CH:8][C:9]([Br:15])=[C:10]([CH:14]=1)[C:11]([OH:13])=[O:12].[C:16]([Cu])#[N:17].[C-]#N.[Na+]. Product: [Br:15][C:9]1[CH:8]=[CH:7][C:6]([C:16]#[N:17])=[CH:14][C:10]=1[C:11]([OH:13])=[O:12]. (4) Reactant: [Li+].[BH4-].C([O:5][C:6]([C:8]1[CH:30]=[C:11]2[C:12]([C:16](=[O:29])[NH:17][CH2:18][C:19]34[CH2:28][CH:23]5[CH2:24][CH:25]([CH2:27][CH:21]([CH2:22]5)[CH2:20]3)[CH2:26]4)=[CH:13][CH:14]=[CH:15][N:10]2[N:9]=1)=O)C. Product: [C:19]12([CH2:18][NH:17][C:16]([C:12]3[C:11]4[N:10]([N:9]=[C:8]([CH2:6][OH:5])[CH:30]=4)[CH:15]=[CH:14][CH:13]=3)=[O:29])[CH2:26][CH:25]3[CH2:27][CH:21]([CH2:22][CH:23]([CH2:24]3)[CH2:28]1)[CH2:20]2. The catalyst class is: 1.